Dataset: Full USPTO retrosynthesis dataset with 1.9M reactions from patents (1976-2016). Task: Predict the reactants needed to synthesize the given product. (1) The reactants are: [C:1]([OH:14])(=O)[CH2:2][O:3][CH2:4][CH2:5][O:6][CH2:7][CH2:8][CH2:9][CH2:10][CH2:11][CH3:12].C(Cl)CCl.[NH2:19][C@@H:20]([CH2:29][N:30]1[CH2:35][CH2:34][O:33][CH2:32][CH2:31]1)[C@H:21]([C:23]1[CH:28]=[CH:27][CH:26]=[CH:25][CH:24]=1)[OH:22]. Given the product [C:1]([NH:19][C@@H:20]([CH2:29][N:30]1[CH2:31][CH2:32][O:33][CH2:34][CH2:35]1)[C@H:21]([C:23]1[CH:24]=[CH:25][CH:26]=[CH:27][CH:28]=1)[OH:22])(=[O:14])[CH2:2][O:3][CH2:4][CH2:5][O:6][CH2:7][CH2:8][CH2:9][CH2:10][CH2:11][CH3:12], predict the reactants needed to synthesize it. (2) Given the product [CH:7]1([N:13]2[CH:17]=[C:16]([CH2:18][OH:19])[CH:15]=[N:14]2)[CH2:8][CH2:9][CH2:10][CH2:11][CH2:12]1, predict the reactants needed to synthesize it. The reactants are: [H-].[Al+3].[Li+].[H-].[H-].[H-].[CH:7]1([N:13]2[CH:17]=[C:16]([C:18](OC)=[O:19])[CH:15]=[N:14]2)[CH2:12][CH2:11][CH2:10][CH2:9][CH2:8]1.[OH-].[Na+]. (3) Given the product [CH3:33][C:31]1([CH3:34])[CH2:32][CH:27]([NH:26][C:22]2[N:21]=[C:20]([N:6]3[C:14]4[C:9](=[CH:10][C:11]([C:15]#[N:16])=[CH:12][CH:13]=4)[CH:8]=[CH:7]3)[CH:25]=[CH:24][N:23]=2)[CH2:28][C:29]([CH3:36])([CH3:35])[NH:30]1, predict the reactants needed to synthesize it. The reactants are: C([Si](C)(C)[N:6]1[C:14]2[C:9](=[CH:10][C:11]([C:15]#[N:16])=[CH:12][CH:13]=2)[CH:8]=[CH:7]1)(C)(C)C.Cl[C:20]1[CH:25]=[CH:24][N:23]=[C:22]([NH:26][CH:27]2[CH2:32][C:31]([CH3:34])([CH3:33])[NH:30][C:29]([CH3:36])([CH3:35])[CH2:28]2)[N:21]=1.CCCC[N+](CCCC)(CCCC)CCCC.[F-].